From a dataset of HIV replication inhibition screening data with 41,000+ compounds from the AIDS Antiviral Screen. Binary Classification. Given a drug SMILES string, predict its activity (active/inactive) in a high-throughput screening assay against a specified biological target. (1) The drug is CC(=O)NC1C(O)OC(CO)C(O)C1OC(C)C(=O)NC(CC(N)=O)C(=O)NC(CCC(=O)O)C(N)=O. The result is 0 (inactive). (2) The drug is O=S(O)CCCSSCCCCSSCCCS(=O)O.[NaH]. The result is 0 (inactive). (3) The molecule is Nc1c(-c2ccc(Cl)cc2Cl)[n+]([O-])c2ccccc2[n+]1[O-]. The result is 0 (inactive).